Task: Predict the reactants needed to synthesize the given product.. Dataset: Full USPTO retrosynthesis dataset with 1.9M reactions from patents (1976-2016) (1) Given the product [Cl:25][C:14]1[C:15]([O:23][CH3:24])=[C:16]([O:21][CH3:22])[C:17]([O:19][CH3:20])=[CH:18][C:13]=1[CH2:12][N:6]1[CH:5]=[N:4][C:3]2[C:7]1=[N:8][C:9]([NH2:11])=[N:10][C:2]=2[CH3:26], predict the reactants needed to synthesize it. The reactants are: Cl[C:2]1[N:10]=[C:9]([NH2:11])[N:8]=[C:7]2[C:3]=1[N:4]=[CH:5][N:6]2[CH2:12][C:13]1[CH:18]=[C:17]([O:19][CH3:20])[C:16]([O:21][CH3:22])=[C:15]([O:23][CH3:24])[C:14]=1[Cl:25].[CH3:26][Al](C)C.[Cl-].[NH4+]. (2) Given the product [CH2:15]([N:22]1[CH2:7][CH2:6][N:5]([C:8]2[CH:18]=[CH:17][CH:16]=[CH:15][C:9]=2[S:11][C:10]2[CH:25]=[CH:24][C:23]([CH3:29])=[CH:28][C:27]=2[CH3:26])[CH2:3][CH2:4]1)[C:16]1[CH:21]=[CH:20][CH:19]=[CH:18][CH:17]=1, predict the reactants needed to synthesize it. The reactants are: [OH-].[Na+].[CH2:3]([N:5]([CH2:8][CH3:9])[CH2:6][CH3:7])[CH3:4].[CH3:10][S:11](Cl)(=O)=O.[CH2:15]([NH2:22])[C:16]1[CH:21]=[CH:20][CH:19]=[CH:18][CH:17]=1.[C:23]1([CH3:29])[CH:28]=[CH:27][CH:26]=[CH:25][CH:24]=1. (3) Given the product [NH2:28][C@H:19]([C:20]([NH:22][C:23]1([CH2:26][OH:27])[CH2:25][CH2:24]1)=[O:21])[CH2:18][S:17][CH2:16][C@H:15]([NH:14][C:1](=[O:13])[CH2:2][CH2:3][CH2:4][CH2:5][CH2:6][CH2:7][CH2:8][CH2:9][CH2:10][CH2:11][CH3:12])[CH2:39][NH:40][C:41](=[O:53])[CH2:42][CH2:43][CH2:44][CH2:45][CH2:46][CH2:47][CH2:48][CH2:49][CH2:50][CH2:51][CH3:52], predict the reactants needed to synthesize it. The reactants are: [C:1]([NH:14][C@H:15]([CH2:39][NH:40][C:41](=[O:53])[CH2:42][CH2:43][CH2:44][CH2:45][CH2:46][CH2:47][CH2:48][CH2:49][CH2:50][CH2:51][CH3:52])[CH2:16][S:17][CH2:18][C@H:19]([NH:28]C(=O)OCC1C=CC=CC=1)[C:20]([NH:22][C:23]1([CH2:26][OH:27])[CH2:25][CH2:24]1)=[O:21])(=[O:13])[CH2:2][CH2:3][CH2:4][CH2:5][CH2:6][CH2:7][CH2:8][CH2:9][CH2:10][CH2:11][CH3:12]. (4) Given the product [Br:31][C:9]1[N:10]([CH:17]([CH3:19])[CH3:18])[C:11]2[C:16]([C:8]=1[C:5]1[CH:6]=[CH:7][C:2]([F:1])=[CH:3][CH:4]=1)=[CH:15][CH:14]=[CH:13][CH:12]=2, predict the reactants needed to synthesize it. The reactants are: [F:1][C:2]1[CH:7]=[CH:6][C:5]([C:8]2[C:16]3[C:11](=[CH:12][CH:13]=[CH:14][CH:15]=3)[N:10]([CH:17]([CH3:19])[CH3:18])[CH:9]=2)=[CH:4][CH:3]=1.C1COCC1.C1C=C[NH+]=CC=1.[Br:31][Br-]Br.C(=O)([O-])O.[Na+].